Dataset: Peptide-MHC class II binding affinity with 134,281 pairs from IEDB. Task: Regression. Given a peptide amino acid sequence and an MHC pseudo amino acid sequence, predict their binding affinity value. This is MHC class II binding data. The peptide sequence is GPLIEGNTSLLWNGP. The MHC is DRB4_0103 with pseudo-sequence DRB4_0103. The binding affinity (normalized) is 0.285.